Dataset: Forward reaction prediction with 1.9M reactions from USPTO patents (1976-2016). Task: Predict the product of the given reaction. Given the reactants [CH2:1]([N:3]1[CH:7]=[C:6]([C:8]2[S:12][C:11]3=[N:13][CH:14]=[C:15](I)[N:10]3[N:9]=2)[CH:5]=[N:4]1)[CH3:2].CC1(C)C(C)(C)OB([C:25]2[CH:26]=[C:27]([C:32]([F:35])([F:34])[F:33])[C:28]([NH2:31])=[N:29][CH:30]=2)O1.C([O-])([O-])=O.[Na+].[Na+], predict the reaction product. The product is: [CH2:1]([N:3]1[CH:7]=[C:6]([C:8]2[S:12][C:11]3=[N:13][CH:14]=[C:15]([C:25]4[CH:26]=[C:27]([C:32]([F:35])([F:34])[F:33])[C:28]([NH2:31])=[N:29][CH:30]=4)[N:10]3[N:9]=2)[CH:5]=[N:4]1)[CH3:2].